From a dataset of Catalyst prediction with 721,799 reactions and 888 catalyst types from USPTO. Predict which catalyst facilitates the given reaction. (1) Reactant: [CH2:1]([CH:3]([C:6]1[C:10]([CH2:11][CH2:12][CH2:13][OH:14])=[CH:9][N:8]([C:15]2[N:16]=[N:17][C:18]([C:21]([F:24])([F:23])[F:22])=[CH:19][CH:20]=2)[N:7]=1)[CH2:4][CH3:5])[CH3:2].[CH2:25]([C:27]1[C:28](O)=[C:29]([CH2:33][C:34]([O:36]C)=[O:35])[CH:30]=[CH:31][CH:32]=1)[CH3:26].C(P(CCCC)CCCC)CCC.N(C(N1CCCCC1)=O)=NC(N1CCCCC1)=O. Product: [CH2:25]([C:27]1[C:28]([O:14][CH2:13][CH2:12][CH2:11][C:10]2[C:6]([CH:3]([CH2:4][CH3:5])[CH2:1][CH3:2])=[N:7][N:8]([C:15]3[N:16]=[N:17][C:18]([C:21]([F:22])([F:24])[F:23])=[CH:19][CH:20]=3)[CH:9]=2)=[C:29]([CH2:33][C:34]([OH:36])=[O:35])[CH:30]=[CH:31][CH:32]=1)[CH3:26]. The catalyst class is: 7. (2) Reactant: Br[C:2]1[CH:7]=[CH:6][C:5]([CH:8]([N:12]2[CH2:25][CH2:24][C:15]3([O:20][CH2:19][C:18](=[O:21])[N:17]([CH2:22][CH3:23])[CH2:16]3)[CH2:14][CH2:13]2)[C:9]([NH2:11])=[O:10])=[C:4]([F:26])[CH:3]=1.B1(B2OC(C)(C)C(C)(C)O2)OC(C)(C)C(C)(C)O1.C([O-])(=O)C.[K+].Br[C:51]1[CH:60]=[C:59]2[C:54]([CH:55]=[C:56]([F:61])[CH:57]=[N:58]2)=[CH:53][CH:52]=1.C([O-])([O-])=O.[K+].[K+]. Product: [CH2:22]([N:17]1[CH2:16][C:15]2([CH2:24][CH2:25][N:12]([CH:8]([C:5]3[CH:6]=[CH:7][C:2]([C:51]4[CH:60]=[C:59]5[C:54]([CH:55]=[C:56]([F:61])[CH:57]=[N:58]5)=[CH:53][CH:52]=4)=[CH:3][C:4]=3[F:26])[C:9]([NH2:11])=[O:10])[CH2:13][CH2:14]2)[O:20][CH2:19][C:18]1=[O:21])[CH3:23]. The catalyst class is: 368. (3) Reactant: [CH3:1][C@@H:2]1[CH2:7][CH2:6][C@H:5]([C:8]([NH:10][C:11]2[CH:16]=[CH:15][CH:14]=[CH:13][CH:12]=2)=[O:9])[CH2:4][N:3]1C(OCC1C=CC=CC=1)=O. Product: [CH3:1][C@H:2]1[NH:3][CH2:4][C@@H:5]([C:8]([NH:10][C:11]2[CH:12]=[CH:13][CH:14]=[CH:15][CH:16]=2)=[O:9])[CH2:6][CH2:7]1. The catalyst class is: 591. (4) Product: [C:1]([OH:10])(=[O:9])/[CH:2]=[CH:3]/[CH:4]=[CH:5]/[C:6]([OH:8])=[O:7]. The catalyst class is: 13. Reactant: [C:1]([OH:10])(=[O:9])/[CH:2]=[CH:3]\[CH:4]=[CH:5]\[C:6]([OH:8])=[O:7].II. (5) Reactant: [C:1]1([S:7]([CH2:9][Cl:10])=O)[CH:6]=[CH:5][CH:4]=[CH:3][CH:2]=1.[CH3:11][C:12]1[CH:17]=[CH:16][C:15]([CH3:18])=[C:14]([CH3:19])[C:13]=1[CH3:20].[F:21][C:22]([F:35])([F:34])[S:23]([O:26]S(C(F)(F)F)(=O)=O)(=[O:25])=[O:24]. Product: [O-:26][S:23]([C:22]([F:35])([F:34])[F:21])(=[O:25])=[O:24].[Cl:10][CH2:9][S+:7]([C:1]1[CH:6]=[CH:5][CH:4]=[CH:3][CH:2]=1)[C:17]1[CH:16]=[C:15]([CH3:18])[C:14]([CH3:19])=[C:13]([CH3:20])[C:12]=1[CH3:11]. The catalyst class is: 27. (6) Reactant: [CH2:1]([Mg]Br)[C:2]1[CH:7]=[CH:6][CH:5]=[CH:4][CH:3]=1.CN(C)[C:12]1[S:16][C:15]2[CH:17]=[C:18]([O:21][CH3:22])[CH:19]=[CH:20][C:14]=2[C:13]=1[C:23]([C:25]1[CH:30]=[CH:29][C:28]([O:31][CH2:32][CH2:33][N:34]2[CH2:39][CH2:38][CH2:37][CH2:36][CH2:35]2)=[CH:27][CH:26]=1)=[O:24]. Product: [CH2:1]([C:12]1[S:16][C:15]2[CH:17]=[C:18]([O:21][CH3:22])[CH:19]=[CH:20][C:14]=2[C:13]=1[C:23]([C:25]1[CH:30]=[CH:29][C:28]([O:31][CH2:32][CH2:33][N:34]2[CH2:39][CH2:38][CH2:37][CH2:36][CH2:35]2)=[CH:27][CH:26]=1)=[O:24])[C:2]1[CH:7]=[CH:6][CH:5]=[CH:4][CH:3]=1. The catalyst class is: 1. (7) Reactant: C([O:4][CH2:5][C:6]1[O:7][C:8]([C:11]2[CH:12]=[CH:13][C:14]3[O:18][CH:17]=[C:16]([C:19]4[CH:24]=[CH:23][CH:22]=[C:21]([O:25][C:26]([F:29])([F:28])[F:27])[CH:20]=4)[C:15]=3[CH:30]=2)=[N:9][N:10]=1)(=O)C.[OH-].[Na+].CO. Product: [F:28][C:26]([F:27])([F:29])[O:25][C:21]1[CH:20]=[C:19]([C:16]2[C:15]3[CH:30]=[C:11]([C:8]4[O:7][C:6]([CH2:5][OH:4])=[N:10][N:9]=4)[CH:12]=[CH:13][C:14]=3[O:18][CH:17]=2)[CH:24]=[CH:23][CH:22]=1. The catalyst class is: 13. (8) Reactant: [CH3:1][C:2]1[C:10]([CH3:19])([CH2:11][CH2:12][CH2:13][CH2:14][S:15]([OH:18])(=[O:17])=[O:16])[C:9]2[C:4](=[CH:5][CH:6]=[C:7]([S:20]([OH:23])(=[O:22])=[O:21])[CH:8]=2)[N:3]=1.[CH2:24]1[S:29](=[O:31])(=[O:30])[O:28][CH2:27][CH2:26][CH2:25]1.S1(CCCC1)(=O)=O. Product: [CH3:1][CH:2]1[C:10]([CH3:19])([CH2:11][CH2:12][CH2:13][CH2:14][S:15]([OH:18])(=[O:16])=[O:17])[C:9]2[C:4](=[CH:5][CH:6]=[C:7]([S:20]([OH:23])(=[O:21])=[O:22])[CH:8]=2)[N:3]1[CH2:27][CH2:26][CH2:25][CH2:24][S:29]([OH:31])(=[O:30])=[O:28]. The catalyst class is: 27.